This data is from Experimentally validated miRNA-target interactions with 360,000+ pairs, plus equal number of negative samples. The task is: Binary Classification. Given a miRNA mature sequence and a target amino acid sequence, predict their likelihood of interaction. (1) The miRNA is hsa-miR-7158-3p with sequence CUGAACUAGAGAUUGGGCCCA. The protein sequence of the target gene is MALRAVWLIRHEPGTPLGGTVRFSRRYPTVEKRAKAFNGMTYVPVPEDGPFLRALLFQLRLLDDDKDFMERRDGCSRINKTSIYGLSVGGEELWPVIAFLRDSMIYASVPLVEQALSPRPPLISISGVSQGLELLLGIQDFLYSSQKNDTDLHTKLSQLPDLLLQACPLGTLLDANLQNSLNSINSVSVTQPQKQPAWKVGAYKGKAQISISITETVKCMQYGKQDIADTWQVAGTVACKCDLEGVMPAVTISLSLPTNGSPLQDIIVHPCVTSLDSAILTSSSIDTMDDSAFSGPYKFP.... Result: 0 (no interaction). (2) The miRNA is hsa-miR-550a-3p with sequence UGUCUUACUCCCUCAGGCACAU. The protein sequence of the target gene is MGAVLGVFSLASWVPCLCSGASCLLCSCCPNSKNSTVTRLIYAFILLLSTVVSYIMQRKEMETYLKKIPGFCEGGFKIHEADINADKDCDVLVGYKAVYRISFAMAIFFFVFSLLMFKVKTSKDLRAAVHNGFWFFKIAALIGIMVGSFYIPGGYFSSVWFVVGMIGAALFILIQLVLLVDFAHSWNESWVNRMEEGNPRLWYAALLSFTSAFYILSIICVGLLYTYYTKPDGCTENKFFISINLILCVVASIISIHPKIQEHQPRSGLLQSSLITLYTMYLTWSAMSNEPDRSCNPNLM.... Result: 0 (no interaction). (3) The miRNA is mmu-miR-761 with sequence GCAGCAGGGUGAAACUGACACA. The protein sequence of the target gene is MGRMVALSLLGIGLALLGERFLALRSRLKASREVESVDLPNCHLIKGIETGAEDIDILPNGLAFFSVGLKFPGLHSFAPDKPGGILMMDLKDERPRALELRVSWGFDLASFNPHGISTFIDDDDTVYLFVVNHPQFKSTVEIFKFQEEENSLLHLKTIKHELLPSVNDIIAVGPTHFYATNDHYFSDPFLKYLETYLNLHWANVVYYSPEEVKLVAEGFDSANGINISPDKKYVYVADILAHEIHVLEKQPNMNLTQLKVLQLGTLVDNLSIDPSSGDIWVGCHPNGQRLFVYHPNHPPA.... Result: 1 (interaction). (4) The miRNA is hsa-miR-8068 with sequence UGUUUGUUGUAAGGAUCGUUGU. The protein sequence of the target gene is MIGCGACEPEVKMAGGQAAAALPTWKMAARRSLSARGRGVLQAAAGRLLPLLLLSCCWGAGGCTAAGENEETVIIGLRLEDTNDVSFMEGGALRVSERTRVKLRVYGQNINNETWSRIAFTEHERRRHTPSERGLGGPAPPEPDSGPQRCGIRTSDIIILPHIILNRRTSGIIEIEIKPLRKMEKSKSYYLCTSLSTPALGAGGSGSASGTVGGKGGAGVAGLPPPPWAETTWIYHDGEDTKMIVGEEKKFLLPFWLQVIFISLLLCLSGMFSGLNLGLMALDPMELRIVQNCGTEKEKN.... Result: 0 (no interaction).